Dataset: Forward reaction prediction with 1.9M reactions from USPTO patents (1976-2016). Task: Predict the product of the given reaction. Given the reactants C(N(CC)CC)C.[CH3:8][NH:9][CH2:10][CH2:11][OH:12].[C:13]1([C:19](Cl)([C:26]2[CH:31]=[CH:30][CH:29]=[CH:28][CH:27]=2)[C:20]2[CH:25]=[CH:24][CH:23]=[CH:22][CH:21]=2)[CH:18]=[CH:17][CH:16]=[CH:15][CH:14]=1, predict the reaction product. The product is: [CH3:8][N:9]([C:19]([C:13]1[CH:18]=[CH:17][CH:16]=[CH:15][CH:14]=1)([C:26]1[CH:27]=[CH:28][CH:29]=[CH:30][CH:31]=1)[C:20]1[CH:21]=[CH:22][CH:23]=[CH:24][CH:25]=1)[CH2:10][CH2:11][OH:12].